Dataset: Catalyst prediction with 721,799 reactions and 888 catalyst types from USPTO. Task: Predict which catalyst facilitates the given reaction. (1) Reactant: [CH3:16][C:11]1([CH3:17])[C:12]([CH3:15])([CH3:14])[O:13][B:9]([B:9]2[O:13][C:12]([CH3:15])([CH3:14])[C:11]([CH3:17])([CH3:16])[O:10]2)[O:10]1.C([O-])(=O)C.[K+].Br[C:25]1[CH:30]=[CH:29][C:28]([O:31][C:32]([F:35])([F:34])[F:33])=[CH:27][C:26]=1[F:36]. The catalyst class is: 75. Product: [F:36][C:26]1[CH:27]=[C:28]([O:31][C:32]([F:33])([F:34])[F:35])[CH:29]=[CH:30][C:25]=1[B:9]1[O:10][C:11]([CH3:16])([CH3:17])[C:12]([CH3:14])([CH3:15])[O:13]1. (2) Reactant: [CH2:1]([O:3][C:4](=[O:35])[CH:5]=[CH:6][CH:7]1[CH2:9][C:8]1([C@@H:17]1[C@:25]2([CH3:26])[C@H:20]([C@@H:21]([O:27][Si:28]([C:31]([CH3:34])([CH3:33])[CH3:32])([CH3:30])[CH3:29])[CH2:22][CH2:23][CH2:24]2)[CH2:19][CH2:18]1)[CH2:10][CH2:11][CH2:12][C:13]([OH:16])([CH3:15])[CH3:14])[CH3:2].[H][H].CCCCCC.C(OCC)(=O)C. Product: [CH2:1]([O:3][C:4](=[O:35])[CH2:5][CH2:6][CH2:7][C:8]([C@@H:17]1[C@:25]2([CH3:26])[C@H:20]([C@@H:21]([O:27][Si:28]([C:31]([CH3:34])([CH3:33])[CH3:32])([CH3:29])[CH3:30])[CH2:22][CH2:23][CH2:24]2)[CH2:19][CH2:18]1)([CH3:9])[CH2:10][CH2:11][CH2:12][C:13]([OH:16])([CH3:15])[CH3:14])[CH3:2]. The catalyst class is: 29. (3) Reactant: [CH3:1][N:2]([C:19]1[C:20]2[CH:27]=[CH:26][NH:25][C:21]=2[N:22]=[CH:23][N:24]=1)[CH:3]1[CH2:18][C@H:6]2[CH2:7][N:8](C(OC(C)(C)C)=O)[CH2:9][CH2:10][C@H:5]2[CH2:4]1.[ClH:28]. Product: [ClH:28].[CH3:1][N:2]([CH:3]1[CH2:18][C@H:6]2[CH2:7][NH:8][CH2:9][CH2:10][C@H:5]2[CH2:4]1)[C:19]1[C:20]2[CH:27]=[CH:26][NH:25][C:21]=2[N:22]=[CH:23][N:24]=1. The catalyst class is: 5. (4) Reactant: [CH2:1]([N:8]1[CH2:20][C@@H:19]2[C@H:10]([C:11](=O)[N:12]3[CH2:23][CH2:22][CH2:21][C:14]4[CH:15]=[CH:16][CH:17]=[C:18]2[C:13]3=4)[CH2:9]1)[C:2]1[CH:7]=[CH:6][CH:5]=[CH:4][CH:3]=1.O1CCCC1.B.[ClH:31]. Product: [ClH:31].[ClH:31].[CH2:1]([N:8]1[CH2:20][C@@H:19]2[C@H:10]([CH2:11][N:12]3[CH2:23][CH2:22][CH2:21][C:14]4[CH:15]=[CH:16][CH:17]=[C:18]2[C:13]3=4)[CH2:9]1)[C:2]1[CH:3]=[CH:4][CH:5]=[CH:6][CH:7]=1. The catalyst class is: 365. (5) Reactant: Cl[C:2]1[C:3]([C:11]#[N:12])=[N:4][C:5]([CH2:9][CH3:10])=[C:6]([CH3:8])[N:7]=1.ClC1C(C#N)=NC(C)=C(CC)N=1.Cl.[CH2:26]1[C:32]2[CH:33]=[CH:34][CH:35]=[CH:36][C:31]=2[CH2:30][CH2:29][NH:28][CH2:27]1.C(N(C(C)C)C(C)C)C. Product: [CH2:9]([C:5]1[N:4]=[C:3]([C:11]#[N:12])[C:2]([N:28]2[CH2:27][CH2:26][C:32]3[CH:33]=[CH:34][CH:35]=[CH:36][C:31]=3[CH2:30][CH2:29]2)=[N:7][C:6]=1[CH3:8])[CH3:10]. The catalyst class is: 9. (6) Reactant: [Cl:1][C:2]1[CH:7]=[CH:6][C:5]([C:8]2([C:11]3[N:15]=[C:14]([O:16][C:17]4[C:23]([CH3:24])=[CH:22][C:20]([NH2:21])=[C:19]([CH3:25])[CH:18]=4)[S:13][N:12]=3)[CH2:10][CH2:9]2)=[CH:4][CH:3]=1.CO.CO[CH:30](OC)[N:31]([CH2:33][CH3:34])[CH3:32]. Product: [Cl:1][C:2]1[CH:7]=[CH:6][C:5]([C:8]2([C:11]3[N:15]=[C:14]([O:16][C:17]4[C:23]([CH3:24])=[CH:22][C:20]([N:21]=[CH:30][N:31]([CH2:33][CH3:34])[CH3:32])=[C:19]([CH3:25])[CH:18]=4)[S:13][N:12]=3)[CH2:10][CH2:9]2)=[CH:4][CH:3]=1. The catalyst class is: 11.